From a dataset of Full USPTO retrosynthesis dataset with 1.9M reactions from patents (1976-2016). Predict the reactants needed to synthesize the given product. Given the product [Br:8][C:5]1[CH:6]=[CH:7][C:2]([CH:15]([OH:14])[CH2:16][CH2:17][NH:18][C:19](=[O:25])[O:20][C:21]([CH3:22])([CH3:23])[CH3:24])=[N:3][CH:4]=1, predict the reactants needed to synthesize it. The reactants are: Br[C:2]1[CH:7]=[CH:6][C:5]([Br:8])=[CH:4][N:3]=1.[Li]CCCC.[O:14]=[CH:15][CH2:16][CH2:17][NH:18][C:19](=[O:25])[O:20][C:21]([CH3:24])([CH3:23])[CH3:22].